Predict the reaction yield, written as a fraction of the theoretical maximum amount of product (1.0 means a 100% yield; for example, 0.34 means a 34% yield). From a dataset of Reaction yield outcomes from USPTO patents with 853,638 reactions. (1) The reactants are [F:1][CH:2]([CH2:20][N:21]1[CH:25]=[C:24]([C:26](=[O:40])[NH:27][CH2:28][C:29]2[CH:34]=[CH:33][CH:32]=[C:31]([O:35][C:36]([F:39])([F:38])[F:37])[CH:30]=2)[N:23]=[N:22]1)[CH2:3][CH2:4][N:5]1[CH:10]=[CH:9][C:8]([NH:11]C(=O)OC(C)(C)C)=[N:7][C:6]1=[O:19]. The catalyst is C(Cl)Cl.C(O)(C(F)(F)F)=O. The product is [NH2:11][C:8]1[CH:9]=[CH:10][N:5]([CH2:4][CH2:3][CH:2]([F:1])[CH2:20][N:21]2[CH:25]=[C:24]([C:26]([NH:27][CH2:28][C:29]3[CH:34]=[CH:33][CH:32]=[C:31]([O:35][C:36]([F:39])([F:37])[F:38])[CH:30]=3)=[O:40])[N:23]=[N:22]2)[C:6](=[O:19])[N:7]=1. The yield is 0.830. (2) The reactants are C([O:3][C:4]([C:6]1([C:9]2[CH:14]=[CH:13][C:12]([C:15]3[CH:20]=[CH:19][C:18]([C:21]4[S:22][C:23]([Cl:40])=[CH:24][C:25]=4[NH:26][C:27]([O:29][C@@H:30]([C:32]4[CH:37]=[CH:36][C:35]([F:38])=[CH:34][C:33]=4[Cl:39])[CH3:31])=[O:28])=[CH:17][CH:16]=3)=[CH:11][CH:10]=2)[CH2:8][CH2:7]1)=[O:5])C.[OH-].[Na+].Cl. The catalyst is C(O)(C)C. The product is [Cl:40][C:23]1[S:22][C:21]([C:18]2[CH:19]=[CH:20][C:15]([C:12]3[CH:13]=[CH:14][C:9]([C:6]4([C:4]([OH:5])=[O:3])[CH2:8][CH2:7]4)=[CH:10][CH:11]=3)=[CH:16][CH:17]=2)=[C:25]([NH:26][C:27]([O:29][C@@H:30]([C:32]2[CH:37]=[CH:36][C:35]([F:38])=[CH:34][C:33]=2[Cl:39])[CH3:31])=[O:28])[CH:24]=1. The yield is 0.660. (3) The reactants are [Br:1][C:2]1[CH:3]=[C:4]2[C:9](=[CH:10][CH:11]=1)[NH:8][C:7](=[O:12])[CH2:6][CH2:5]2.[CH3:13]C([O-])(C)C.[K+].CI. The catalyst is CN(C=O)C.Cl. The product is [Br:1][C:2]1[CH:3]=[C:4]2[C:9](=[CH:10][CH:11]=1)[N:8]([CH3:13])[C:7](=[O:12])[CH2:6][CH2:5]2. The yield is 0.780. (4) The product is [Cl:57][C:58]1[CH:59]=[CH:60][C:61]([O:62][CH2:63][C:64]([N:66]2[CH2:71][CH2:70][N:69]([C:15]3[C:10]4[CH:9]=[C:8]([C:5]5[CH:6]=[CH:7][C:2]([F:1])=[CH:3][CH:4]=5)[S:18][C:11]=4[N:12]=[C:13]([CH3:17])[N:14]=3)[CH2:68][CH2:67]2)=[O:65])=[CH:72][CH:73]=1. The catalyst is CC#N. The yield is 0.860. The reactants are [F:1][C:2]1[CH:7]=[CH:6][C:5]([C:8]2[S:18][C:11]3[N:12]=[C:13]([CH3:17])[NH:14][C:15](=O)[C:10]=3[CH:9]=2)=[CH:4][CH:3]=1.F[P-](F)(F)(F)(F)F.N1(O[P+](N(C)C)(N(C)C)N(C)C)C2C=CC=CC=2N=N1.C1CCN2C(=NCCC2)CC1.[Cl:57][C:58]1[CH:73]=[CH:72][C:61]([O:62][CH2:63][C:64]([N:66]2[CH2:71][CH2:70][NH:69][CH2:68][CH2:67]2)=[O:65])=[CH:60][CH:59]=1. (5) The reactants are [OH:1][N:2]=[C:3]([C:15]1[C:19]([NH:20][CH2:21][CH2:22][O:23][CH3:24])=[N:18][O:17][N:16]=1)[NH:4][C:5]1[CH:10]=[CH:9][CH:8]=[C:7]([C:11]([F:14])([F:13])[F:12])[CH:6]=1.[C:25](N1C=CN=C1)(N1C=CN=C1)=[O:26]. The catalyst is C(OCC)(=O)C. The product is [CH3:24][O:23][CH2:22][CH2:21][NH:20][C:19]1[C:15]([C:3]2[N:4]([C:5]3[CH:10]=[CH:9][CH:8]=[C:7]([C:11]([F:13])([F:14])[F:12])[CH:6]=3)[C:25](=[O:26])[O:1][N:2]=2)=[N:16][O:17][N:18]=1. The yield is 0.900.